This data is from Retrosynthesis with 50K atom-mapped reactions and 10 reaction types from USPTO. The task is: Predict the reactants needed to synthesize the given product. (1) Given the product O=C(c1ccc(-c2ccc(OCC3CCN(CC4(C(F)(F)F)CCC4)CC3)cc2)cc1F)N1CCC[C@H](O)C1, predict the reactants needed to synthesize it. The reactants are: O=C(O)c1ccc(-c2ccc(OCC3CCN(CC4(C(F)(F)F)CCC4)CC3)cc2)cc1F.O[C@H]1CCCNC1. (2) Given the product O=C(Nc1nc(C(F)(F)F)c(I)s1)c1c(Cl)cccc1Cl, predict the reactants needed to synthesize it. The reactants are: Nc1nc(C(F)(F)F)c(I)s1.O=C(Cl)c1c(Cl)cccc1Cl. (3) Given the product CCOC(=O)c1ccc(Oc2ccccc2)cc1C, predict the reactants needed to synthesize it. The reactants are: CCOC(=O)c1ccc(Br)cc1C.Oc1ccccc1. (4) Given the product CCOC(=O)c1cccnc1-c1cc(OC)c(OC)c(OC)c1, predict the reactants needed to synthesize it. The reactants are: CCOC(=O)c1cccnc1Cl.COc1cc(B(O)O)cc(OC)c1OC. (5) Given the product C=CCOCC1(c2ccc(C#N)cc2)C(=O)N(c2ccc(C#N)c(C(F)(F)F)c2)C(=O)N1C, predict the reactants needed to synthesize it. The reactants are: C=CCOCC1(c2ccc(C#N)cc2)NC(=O)N(c2ccc(C#N)c(C(F)(F)F)c2)C1=O.CI. (6) Given the product CCCCCOc1cc2c(cc1OCc1cccc(C(=O)O)c1)C(=O)CC2, predict the reactants needed to synthesize it. The reactants are: CCCCCOc1cc2c(cc1OCc1cccc(C(=O)OC)c1)C(=O)CC2. (7) Given the product CC(O)c1cc2c3c(c(-c4ccccc4Cl)cc2n1C)C(=O)NC3=O, predict the reactants needed to synthesize it. The reactants are: C[Mg+].Cn1c(C=O)cc2c3c(c(-c4ccccc4Cl)cc21)C(=O)NC3=O. (8) Given the product O=C(O)C1(c2cccc(Br)c2)CCCC1, predict the reactants needed to synthesize it. The reactants are: CCOC(=O)C1(c2cccc(Br)c2)CCCC1. (9) Given the product CCN(CC)CCN(C)S(=O)(=O)c1ccc(-c2sc(NC(C)=O)nc2C)s1, predict the reactants needed to synthesize it. The reactants are: CC(=O)Nc1nc(C)c(-c2ccc(S(=O)(=O)Cl)s2)s1.CCN(CC)CCNC. (10) Given the product CCCSc1ccc(F)cc1[N+](=O)[O-], predict the reactants needed to synthesize it. The reactants are: CCCS.O=[N+]([O-])c1cc(F)ccc1F.